From a dataset of Full USPTO retrosynthesis dataset with 1.9M reactions from patents (1976-2016). Predict the reactants needed to synthesize the given product. Given the product [Cl:14][C:15]1[CH:16]=[CH:17][C:18]([C:21](/[C:22](=[CH:12]/[C:3]2[CH:4]=[C:5]3[C:9](=[CH:10][C:2]=2[F:1])[NH:8][N:7]=[C:6]3[CH3:11])/[C:23]#[N:24])=[O:25])=[CH:19][CH:20]=1, predict the reactants needed to synthesize it. The reactants are: [F:1][C:2]1[CH:10]=[C:9]2[C:5]([C:6]([CH3:11])=[N:7][NH:8]2)=[CH:4][C:3]=1[CH:12]=O.[Cl:14][C:15]1[CH:20]=[CH:19][C:18]([C:21](=[O:25])[CH2:22][C:23]#[N:24])=[CH:17][CH:16]=1.